From a dataset of Reaction yield outcomes from USPTO patents with 853,638 reactions. Predict the reaction yield, written as a fraction of the theoretical maximum amount of product (1.0 means a 100% yield; for example, 0.34 means a 34% yield). The reactants are C([NH:4][C:5]1([C:18]2[CH:23]=[CH:22][C:21]([Cl:24])=[CH:20][CH:19]=2)[CH2:10][CH2:9][N:8](C(OCC)=O)[CH2:7][C:6]1([CH3:17])[CH3:16])(=O)C.[OH-].[Na+].O. The catalyst is C(O)C. The product is [Cl:24][C:21]1[CH:22]=[CH:23][C:18]([C:5]2([NH2:4])[CH2:10][CH2:9][NH:8][CH2:7][C:6]2([CH3:16])[CH3:17])=[CH:19][CH:20]=1. The yield is 0.930.